This data is from NCI-60 drug combinations with 297,098 pairs across 59 cell lines. The task is: Regression. Given two drug SMILES strings and cell line genomic features, predict the synergy score measuring deviation from expected non-interaction effect. (1) Drug 1: C1CCC(C(C1)N)N.C(=O)(C(=O)[O-])[O-].[Pt+4]. Drug 2: CCC1(C2=C(COC1=O)C(=O)N3CC4=CC5=C(C=CC(=C5CN(C)C)O)N=C4C3=C2)O.Cl. Cell line: MCF7. Synergy scores: CSS=39.0, Synergy_ZIP=-8.81, Synergy_Bliss=-6.65, Synergy_Loewe=-2.71, Synergy_HSA=-0.824. (2) Drug 1: C1CC(=O)NC(=O)C1N2CC3=C(C2=O)C=CC=C3N. Drug 2: CC(C)(C#N)C1=CC(=CC(=C1)CN2C=NC=N2)C(C)(C)C#N. Cell line: T-47D. Synergy scores: CSS=-0.499, Synergy_ZIP=-1.04, Synergy_Bliss=-2.89, Synergy_Loewe=-1.93, Synergy_HSA=-2.12. (3) Drug 1: C1CN1C2=NC(=NC(=N2)N3CC3)N4CC4. Drug 2: CC1OCC2C(O1)C(C(C(O2)OC3C4COC(=O)C4C(C5=CC6=C(C=C35)OCO6)C7=CC(=C(C(=C7)OC)O)OC)O)O. Cell line: HCT-15. Synergy scores: CSS=40.2, Synergy_ZIP=5.53, Synergy_Bliss=8.69, Synergy_Loewe=3.14, Synergy_HSA=8.87. (4) Drug 1: CC1C(C(CC(O1)OC2CC(CC3=C2C(=C4C(=C3O)C(=O)C5=C(C4=O)C(=CC=C5)OC)O)(C(=O)C)O)N)O.Cl. Drug 2: CCCS(=O)(=O)NC1=C(C(=C(C=C1)F)C(=O)C2=CNC3=C2C=C(C=N3)C4=CC=C(C=C4)Cl)F. Cell line: UACC62. Synergy scores: CSS=28.2, Synergy_ZIP=-6.29, Synergy_Bliss=-5.59, Synergy_Loewe=-3.91, Synergy_HSA=-2.06. (5) Synergy scores: CSS=32.6, Synergy_ZIP=0.764, Synergy_Bliss=-1.96, Synergy_Loewe=-0.912, Synergy_HSA=-0.176. Drug 1: CCCCC(=O)OCC(=O)C1(CC(C2=C(C1)C(=C3C(=C2O)C(=O)C4=C(C3=O)C=CC=C4OC)O)OC5CC(C(C(O5)C)O)NC(=O)C(F)(F)F)O. Cell line: OVCAR-4. Drug 2: CC1C(C(CC(O1)OC2CC(CC3=C2C(=C4C(=C3O)C(=O)C5=C(C4=O)C(=CC=C5)OC)O)(C(=O)CO)O)N)O.Cl. (6) Synergy scores: CSS=70.5, Synergy_ZIP=-12.0, Synergy_Bliss=-28.0, Synergy_Loewe=-26.8, Synergy_HSA=-26.5. Drug 2: C1=CN(C(=O)N=C1N)C2C(C(C(O2)CO)O)O.Cl. Cell line: RPMI-8226. Drug 1: C1=C(C(=O)NC(=O)N1)F.